From a dataset of Full USPTO retrosynthesis dataset with 1.9M reactions from patents (1976-2016). Predict the reactants needed to synthesize the given product. (1) Given the product [C:1]([O:4][C@@H:5]([CH3:43])[C@@H:6]([NH:32][C:33]([O:35][CH2:36][C:37]1[CH:38]=[CH:39][CH:40]=[CH:41][CH:42]=1)=[O:34])[C:7]([N:9]1[CH2:13][CH2:12][CH2:11][C@H:10]1[C:14]([N:16]1[CH2:20][CH2:19][CH2:18][C@H:17]1[C:21]([NH:23][C@@H:24]([CH2:29][OH:31])[C:25]([O:27][CH3:28])=[O:26])=[O:22])=[O:15])=[O:8])(=[O:3])[CH3:2], predict the reactants needed to synthesize it. The reactants are: [C:1]([O:4][CH2:5][C@@H:6]([NH:32][C:33]([O:35][CH2:36][C:37]1[CH:42]=[CH:41][CH:40]=[CH:39][CH:38]=1)=[O:34])[C:7]([N:9]1[CH2:13][CH2:12][CH2:11][C@H:10]1[C:14]([N:16]1[CH2:20][CH2:19][CH2:18][C@H:17]1[C:21]([NH:23][C@@H:24]([C@H:29]([OH:31])C)[C:25]([O:27][CH3:28])=[O:26])=[O:22])=[O:15])=[O:8])(=[O:3])[CH3:2].[CH3:43]N1CCOCC1.COC(=O)[C@@H](NC([C@@H]1CCCN1)=O)CO. (2) Given the product [Br:24][C:25]1[CH:33]=[CH:32][C:31]([CH3:34])=[CH:30][C:26]=1[C:27]([NH:1][CH2:2][C@H:3]1[N:8]([C:9]([C:11]2[N:12]=[C:13]([CH3:23])[S:14][C:15]=2[C:16]2[CH:17]=[C:18]([CH3:22])[CH:19]=[CH:20][CH:21]=2)=[O:10])[CH2:7][C@H:6]2[C@@H:4]1[CH2:5]2)=[O:28], predict the reactants needed to synthesize it. The reactants are: [NH2:1][CH2:2][C@H:3]1[N:8]([C:9]([C:11]2[N:12]=[C:13]([CH3:23])[S:14][C:15]=2[C:16]2[CH:17]=[C:18]([CH3:22])[CH:19]=[CH:20][CH:21]=2)=[O:10])[CH2:7][C@H:6]2[C@@H:4]1[CH2:5]2.[Br:24][C:25]1[CH:33]=[CH:32][C:31]([CH3:34])=[CH:30][C:26]=1[C:27](O)=[O:28]. (3) The reactants are: [CH:1]([N:4]([CH3:17])[S:5]([C:8]1[CH:13]=[CH:12][CH:11]=[CH:10][C:9]=1[N+:14]([O-])=O)(=[O:7])=[O:6])([CH3:3])[CH3:2].CO.O.NN. Given the product [CH:1]([N:4]([CH3:17])[S:5]([C:8]1[CH:13]=[CH:12][CH:11]=[CH:10][C:9]=1[NH2:14])(=[O:7])=[O:6])([CH3:3])[CH3:2], predict the reactants needed to synthesize it. (4) Given the product [Cl:1][C:2]1[CH:11]=[CH:10][C:9]2[CH:8]([NH:12][C:13]3[CH:21]=[CH:20][CH:19]=[C:18]4[C:14]=3[CH:15]=[N:16][NH:17]4)[C:7]([C:23]([F:25])([F:26])[F:24])([OH:22])[CH2:6][C:5]([CH3:27])([CH3:28])[C:4]=2[C:3]=1[OH:29], predict the reactants needed to synthesize it. The reactants are: [Cl:1][C:2]1[C:3]([O:29]C)=[C:4]2[C:9](=[CH:10][CH:11]=1)[CH:8]([NH:12][C:13]1[CH:21]=[CH:20][CH:19]=[C:18]3[C:14]=1[CH:15]=[N:16][NH:17]3)[C:7]([C:23]([F:26])([F:25])[F:24])([OH:22])[CH2:6][C:5]2([CH3:28])[CH3:27].B(Br)(Br)Br. (5) The reactants are: [OH:1][C:2]1[C:11]([OH:12])=[C:10]2[C:5]([C:6]([CH2:14][C:15]([O:17]C)=[O:16])=[CH:7][C:8](=[O:13])[O:9]2)=[CH:4][CH:3]=1.Cl. Given the product [OH:1][C:2]1[C:11]([OH:12])=[C:10]2[C:5]([C:6]([CH2:14][C:15]([OH:17])=[O:16])=[CH:7][C:8](=[O:13])[O:9]2)=[CH:4][CH:3]=1, predict the reactants needed to synthesize it. (6) Given the product [F:8][C:7]1[CH:6]=[C:5]([OH:9])[C:4]([O:10][CH3:11])=[CH:3][C:2]=1[C:20]1[CH:21]=[N:22][N:23]([C:25]([O:27][C:28]([CH3:31])([CH3:30])[CH3:29])=[O:26])[CH:24]=1, predict the reactants needed to synthesize it. The reactants are: Br[C:2]1[C:7]([F:8])=[CH:6][C:5]([OH:9])=[C:4]([O:10][CH3:11])[CH:3]=1.CC1(C)C(C)(C)OB([C:20]2[CH:21]=[N:22][N:23]([C:25]([O:27][C:28]([CH3:31])([CH3:30])[CH3:29])=[O:26])[CH:24]=2)O1.P([O-])([O-])([O-])=O.[K+].[K+].[K+]. (7) Given the product [Br:1][C:2]1[CH:8]=[C:7]([CH:6]=[CH:5][C:3]=1/[N:4]=[N:16]/[C:43]1[CH:44]=[C:28]([O:27][CH2:26][CH:25]([CH2:23][CH3:24])[CH2:54][CH2:55][CH2:56][CH3:57])[C:29]([N:30]([CH2:36][CH2:37][CH2:38][CH2:39][CH3:40])[CH2:31][CH2:32][CH2:33][CH2:34][CH3:35])=[CH:41][C:42]=1[O:45][CH2:46][CH:47]([CH2:52][CH3:53])[CH2:48][CH2:49][CH2:50][CH3:51])[C:9]#[N:10], predict the reactants needed to synthesize it. The reactants are: [Br:1][C:2]1[CH:8]=[C:7]([C:9]#[N:10])[CH:6]=[CH:5][C:3]=1[NH2:4].C(O)(=O)CC.[N:16](OS(=O)(=O)O)=O.[CH2:23]([CH:25]([CH2:54][CH2:55][CH2:56][CH3:57])[CH2:26][O:27][C:28]1[CH:44]=[CH:43][C:42]([O:45][CH2:46][CH:47]([CH2:52][CH3:53])[CH2:48][CH2:49][CH2:50][CH3:51])=[CH:41][C:29]=1[N:30]([CH2:36][CH2:37][CH2:38][CH2:39][CH3:40])[CH2:31][CH2:32][CH2:33][CH2:34][CH3:35])[CH3:24].